From a dataset of Reaction yield outcomes from USPTO patents with 853,638 reactions. Predict the reaction yield, written as a fraction of the theoretical maximum amount of product (1.0 means a 100% yield; for example, 0.34 means a 34% yield). (1) The reactants are CC1(C)[O:6][CH:5]([CH2:7][O:8][C:9]2[CH:10]=[C:11]([C:15]3[NH:19][C:18]4[CH:20]=[CH:21][CH:22]=[C:23]([C:24]([NH:26][C:27]5[S:28][CH:29]=[CH:30][N:31]=5)=[O:25])[C:17]=4[N:16]=3)[CH:12]=[CH:13][CH:14]=2)[CH2:4][O:3]1.Cl. The catalyst is C1COCC1. The product is [OH:6][CH:5]([CH2:4][OH:3])[CH2:7][O:8][C:9]1[CH:10]=[C:11]([C:15]2[NH:19][C:18]3[CH:20]=[CH:21][CH:22]=[C:23]([C:24]([NH:26][C:27]4[S:28][CH:29]=[CH:30][N:31]=4)=[O:25])[C:17]=3[N:16]=2)[CH:12]=[CH:13][CH:14]=1. The yield is 0.860. (2) The reactants are [Cl:1][C:2]1[C:3]([CH3:14])=[C:4](I)[C:5]([O:11][CH3:12])=[C:6]([C:8](=[O:10])[CH3:9])[CH:7]=1.[CH3:15][C:16]1(C)C(C)(C)OB(C=C)O1.ClCCl.C(=O)([O-])[O-].[K+].[K+]. The catalyst is O1CCOCC1.O.C1C=CC(P(C2C=CC=CC=2)[C-]2C=CC=C2)=CC=1.C1C=CC(P(C2C=CC=CC=2)[C-]2C=CC=C2)=CC=1.Cl[Pd]Cl.[Fe+2]. The product is [Cl:1][C:2]1[C:3]([CH3:14])=[C:4]([CH:15]=[CH2:16])[C:5]([O:11][CH3:12])=[C:6]([C:8](=[O:10])[CH3:9])[CH:7]=1. The yield is 0.820. (3) The reactants are [C:1]([C:4]1[CH:8]=[C:7]([C:9]([O:11][CH3:12])=[O:10])[NH:6][N:5]=1)(=[O:3])[CH3:2].[Cl:13][O-].[Na+].O. The catalyst is C(O)(=O)C. The product is [C:1]([C:4]1[C:8]([Cl:13])=[C:7]([C:9]([O:11][CH3:12])=[O:10])[NH:6][N:5]=1)(=[O:3])[CH3:2]. The yield is 0.230.